This data is from Catalyst prediction with 721,799 reactions and 888 catalyst types from USPTO. The task is: Predict which catalyst facilitates the given reaction. (1) Reactant: [CH2:1]([C:3]1[S:7][C:6]([C:8]2[O:12][CH:11]=[N:10][C:9]=2[CH3:13])=[CH:5][CH:4]=1)[CH3:2].[Li+].C[Si]([N-][Si](C)(C)C)(C)C.[Cl:24]C(Cl)(Cl)C(Cl)(Cl)Cl. Product: [Cl:24][C:11]1[O:12][C:8]([C:6]2[S:7][C:3]([CH2:1][CH3:2])=[CH:4][CH:5]=2)=[C:9]([CH3:13])[N:10]=1. The catalyst class is: 1. (2) Reactant: C(N(CC)CC)C.[Cl:8][CH2:9][C:10](Cl)=[O:11].[NH2:13][C:14]1[CH:23]=[C:22]2[C:17]([CH:18]=[C:19]([C:25]3[CH:30]=[CH:29][CH:28]=[CH:27][CH:26]=3)[NH:20][C:21]2=[O:24])=[CH:16][CH:15]=1. The catalyst class is: 33. Product: [Cl:8][CH2:9][C:10]([NH:13][C:14]1[CH:23]=[C:22]2[C:17]([CH:18]=[C:19]([C:25]3[CH:26]=[CH:27][CH:28]=[CH:29][CH:30]=3)[NH:20][C:21]2=[O:24])=[CH:16][CH:15]=1)=[O:11]. (3) Product: [C:11]1([C:8]2([C:5]3[NH:4][C:3](=[S:17])[C:2]([NH:1][C:34]([C:30]4[CH:31]=[C:32]5[C:27](=[CH:28][CH:29]=4)[CH2:26][N:25]([C:23]([O:22][C:18]([CH3:21])([CH3:20])[CH3:19])=[O:24])[CH2:33]5)=[O:35])=[CH:7][CH:6]=3)[CH2:10][CH2:9]2)[CH:16]=[CH:15][CH:14]=[CH:13][CH:12]=1. The catalyst class is: 475. Reactant: [NH2:1][C:2]1[C:3](=[S:17])[NH:4][C:5]([C:8]2([C:11]3[CH:16]=[CH:15][CH:14]=[CH:13][CH:12]=3)[CH2:10][CH2:9]2)=[CH:6][CH:7]=1.[C:18]([O:22][C:23]([N:25]1[CH2:33][C:32]2[C:27](=[CH:28][CH:29]=[C:30]([C:34](O)=[O:35])[CH:31]=2)[CH2:26]1)=[O:24])([CH3:21])([CH3:20])[CH3:19].O.N1(O)C2C=CC=CC=2N=N1.Cl.C(N=C=NCCCN(C)C)C.